This data is from NCI-60 drug combinations with 297,098 pairs across 59 cell lines. The task is: Regression. Given two drug SMILES strings and cell line genomic features, predict the synergy score measuring deviation from expected non-interaction effect. (1) Drug 1: CS(=O)(=O)C1=CC(=C(C=C1)C(=O)NC2=CC(=C(C=C2)Cl)C3=CC=CC=N3)Cl. Drug 2: CN1CCC(CC1)COC2=C(C=C3C(=C2)N=CN=C3NC4=C(C=C(C=C4)Br)F)OC. Cell line: NCI-H522. Synergy scores: CSS=21.2, Synergy_ZIP=-7.43, Synergy_Bliss=4.43, Synergy_Loewe=0.662, Synergy_HSA=4.39. (2) Drug 1: CC12CCC3C(C1CCC2=O)CC(=C)C4=CC(=O)C=CC34C. Drug 2: COC1=C2C(=CC3=C1OC=C3)C=CC(=O)O2. Cell line: M14. Synergy scores: CSS=40.1, Synergy_ZIP=3.01, Synergy_Bliss=5.30, Synergy_Loewe=2.68, Synergy_HSA=2.38. (3) Drug 1: C1=NNC2=C1C(=O)NC=N2. Drug 2: B(C(CC(C)C)NC(=O)C(CC1=CC=CC=C1)NC(=O)C2=NC=CN=C2)(O)O. Cell line: BT-549. Synergy scores: CSS=55.3, Synergy_ZIP=-0.0841, Synergy_Bliss=-0.642, Synergy_Loewe=-44.3, Synergy_HSA=-2.82. (4) Drug 2: CC(C)NC(=O)C1=CC=C(C=C1)CNNC.Cl. Cell line: SF-295. Synergy scores: CSS=0.429, Synergy_ZIP=0.690, Synergy_Bliss=0.367, Synergy_Loewe=-1.83, Synergy_HSA=-1.87. Drug 1: C1CCN(CC1)CCOC2=CC=C(C=C2)C(=O)C3=C(SC4=C3C=CC(=C4)O)C5=CC=C(C=C5)O. (5) Drug 1: CC1=CC2C(CCC3(C2CCC3(C(=O)C)OC(=O)C)C)C4(C1=CC(=O)CC4)C. Drug 2: C1=NC2=C(N=C(N=C2N1C3C(C(C(O3)CO)O)O)F)N. Cell line: MDA-MB-231. Synergy scores: CSS=-4.63, Synergy_ZIP=1.83, Synergy_Bliss=-3.36, Synergy_Loewe=-23.0, Synergy_HSA=-13.8. (6) Drug 1: CC1CCC2CC(C(=CC=CC=CC(CC(C(=O)C(C(C(=CC(C(=O)CC(OC(=O)C3CCCCN3C(=O)C(=O)C1(O2)O)C(C)CC4CCC(C(C4)OC)O)C)C)O)OC)C)C)C)OC. Drug 2: C#CCC(CC1=CN=C2C(=N1)C(=NC(=N2)N)N)C3=CC=C(C=C3)C(=O)NC(CCC(=O)O)C(=O)O. Cell line: SF-268. Synergy scores: CSS=17.5, Synergy_ZIP=-0.984, Synergy_Bliss=-2.93, Synergy_Loewe=-14.3, Synergy_HSA=-1.80. (7) Cell line: OVCAR-5. Drug 1: CNC(=O)C1=CC=CC=C1SC2=CC3=C(C=C2)C(=NN3)C=CC4=CC=CC=N4. Drug 2: CN(C)N=NC1=C(NC=N1)C(=O)N. Synergy scores: CSS=-0.550, Synergy_ZIP=0.347, Synergy_Bliss=0.762, Synergy_Loewe=-1.57, Synergy_HSA=-1.37. (8) Synergy scores: CSS=7.68, Synergy_ZIP=-2.66, Synergy_Bliss=-3.26, Synergy_Loewe=-22.4, Synergy_HSA=-7.82. Cell line: SF-268. Drug 2: CCN(CC)CCNC(=O)C1=C(NC(=C1C)C=C2C3=C(C=CC(=C3)F)NC2=O)C. Drug 1: COC1=CC(=CC(=C1O)OC)C2C3C(COC3=O)C(C4=CC5=C(C=C24)OCO5)OC6C(C(C7C(O6)COC(O7)C8=CC=CS8)O)O.